Dataset: Peptide-MHC class I binding affinity with 185,985 pairs from IEDB/IMGT. Task: Regression. Given a peptide amino acid sequence and an MHC pseudo amino acid sequence, predict their binding affinity value. This is MHC class I binding data. (1) The peptide sequence is NPDIVIYQY. The MHC is HLA-B40:02 with pseudo-sequence HLA-B40:02. The binding affinity (normalized) is 0. (2) The peptide sequence is RLKHIFLIF. The MHC is HLA-A02:01 with pseudo-sequence HLA-A02:01. The binding affinity (normalized) is 0.0847. (3) The peptide sequence is NLAPHLLLIV. The MHC is HLA-A02:02 with pseudo-sequence HLA-A02:02. The binding affinity (normalized) is 0.849. (4) The binding affinity (normalized) is 0.735. The peptide sequence is MVAGGLLLA. The MHC is HLA-A02:06 with pseudo-sequence HLA-A02:06. (5) The peptide sequence is FQTKGLGISY. The MHC is HLA-B44:02 with pseudo-sequence HLA-B44:02. The binding affinity (normalized) is 0. (6) The peptide sequence is STGNYNYKY. The MHC is HLA-A31:01 with pseudo-sequence HLA-A31:01. The binding affinity (normalized) is 0.